This data is from Reaction yield outcomes from USPTO patents with 853,638 reactions. The task is: Predict the reaction yield, written as a fraction of the theoretical maximum amount of product (1.0 means a 100% yield; for example, 0.34 means a 34% yield). The reactants are [Cl:1][C:2]1[CH:7]=[CH:6][CH:5]=[CH:4][C:3]=1[CH:8]=O.[CH3:10][CH2:11]C(=O)CC.B(F)(F)F.CCOCC.O. The catalyst is CCCCCC. The product is [Cl:1][C:2]1[CH:7]=[CH:6][CH:5]=[CH:4][C:3]=1/[CH:8]=[CH:10]/[CH3:11]. The yield is 0.580.